This data is from Forward reaction prediction with 1.9M reactions from USPTO patents (1976-2016). The task is: Predict the product of the given reaction. (1) Given the reactants [C:1]([C:5]1[CH:12]=[CH:11][CH:10]=[C:7]([CH:8]=[O:9])[C:6]=1[OH:13])([CH3:4])([CH3:3])[CH3:2].[I:14](Cl)(=O)=O.I(Cl)(=O)=O.C([N+](C)(C)C)C1C=CC=CC=1.O, predict the reaction product. The product is: [C:1]([C:5]1[CH:12]=[C:11]([I:14])[CH:10]=[C:7]([CH:8]=[O:9])[C:6]=1[OH:13])([CH3:4])([CH3:2])[CH3:3]. (2) Given the reactants [NH2:1][C:2]1[CH:3]=[CH:4][C:5]([Cl:26])=[C:6]([NH:8][C:9]2[S:10][C:11](=[CH:15][C:16]3[CH:17]=[C:18]4[C:23](=[CH:24][CH:25]=3)[N:22]=[CH:21][CH:20]=[CH:19]4)[C:12](=[O:14])[N:13]=2)[CH:7]=1.Cl.[C:28](=[NH:31])(S)[CH3:29].CO, predict the reaction product. The product is: [ClH:26].[Cl:26][C:5]1[CH:4]=[CH:3][C:2]([NH:1][C:28](=[NH:31])[CH3:29])=[CH:7][C:6]=1[NH:8][C:9]1[S:10][C:11](=[CH:15][C:16]2[CH:17]=[C:18]3[C:23](=[CH:24][CH:25]=2)[N:22]=[CH:21][CH:20]=[CH:19]3)[C:12](=[O:14])[N:13]=1. (3) Given the reactants [NH2:1][C:2]1[CH:10]=[CH:9][C:5]([C:6]([NH2:8])=[O:7])=[CH:4][N:3]=1.Br[CH2:12][C:13]([C:15]1[CH:20]=[CH:19][CH:18]=[C:17]([O:21][CH3:22])[CH:16]=1)=O.[OH-].[Na+], predict the reaction product. The product is: [CH3:22][O:21][C:17]1[CH:16]=[C:15]([C:13]2[N:1]=[C:2]3[CH:10]=[CH:9][C:5]([C:6]([NH2:8])=[O:7])=[CH:4][N:3]3[CH:12]=2)[CH:20]=[CH:19][CH:18]=1. (4) The product is: [Au:1].[C:11]([O-:23])(=[O:22])[CH2:12][C:13]([CH2:18][C:19]([O-:21])=[O:20])([C:15]([O-:17])=[O:16])[OH:14]. Given the reactants [Au:1](Cl)(Cl)Cl.[H+].Cl[Au-](Cl)(Cl)Cl.[C:11]([O-:23])(=[O:22])[CH2:12][C:13]([CH2:18][C:19]([O-:21])=[O:20])([C:15]([O-:17])=[O:16])[OH:14].[Na+].[Na+].[Na+], predict the reaction product. (5) Given the reactants Br[C:2]1[CH:3]=[C:4]([C:8]2[C:9]3[C:14]([C:15]([C:22]4[CH:27]=[CH:26][CH:25]=[CH:24][CH:23]=4)=[C:16]4[C:21]=2[CH:20]=[CH:19][CH:18]=[CH:17]4)=[CH:13][CH:12]=[CH:11][CH:10]=3)[CH:5]=[CH:6][CH:7]=1.[CH:28]1[C:44]2[C:33]3[C:32]4[CH:44]=[CH:28][CH:29]=[CH:30][C:31]=4O[C:34]=3[C:34](B(O)O)=[CH:33][C:32]=2[CH:31]=[CH:30][CH:29]=1.[C:63]1([CH3:68])[CH:64]=[CH:65][CH:66]=[CH:67][C:62]=1P([C:62]1[CH:67]=[CH:66][CH:65]=[CH:64][C:63]=1[CH3:68])[C:62]1[CH:67]=[CH:66][CH:65]=[CH:64][C:63]=1[CH3:68].[C:70](=[O:73])([O-])[O-].[K+].[K+], predict the reaction product. The product is: [C:22]1([C:15]2[C:16]3[C:21](=[CH:20][CH:19]=[CH:18][CH:17]=3)[C:8]([C:4]3[CH:3]=[C:2]([C:34]4[C:70]5[O:73][C:62]6[CH:67]=[CH:66][CH:65]=[CH:64][C:63]=6[C:68]=5[C:44]5[CH:28]=[CH:29][CH:30]=[CH:31][C:32]=5[CH:33]=4)[CH:7]=[CH:6][CH:5]=3)=[C:9]3[C:14]=2[CH:13]=[CH:12][CH:11]=[CH:10]3)[CH:27]=[CH:26][CH:25]=[CH:24][CH:23]=1. (6) Given the reactants [C:1]([C:5]1[CH:9]=[C:8]([NH:10][C:11]([NH:13][CH2:14][C:15]2[CH:20]=[C:19]([F:21])[CH:18]=[CH:17][C:16]=2[O:22][C:23]2[CH:24]=[C:25]3[C:29](=[CH:30][CH:31]=2)[N:28]([CH2:32][CH:33](OC)[O:34]C)[N:27]=[CH:26]3)=[O:12])[N:7]([C:38]2[CH:43]=[CH:42][C:41]([CH3:44])=[CH:40][CH:39]=2)[N:6]=1)([CH3:4])([CH3:3])[CH3:2].I[Si](C)(C)C, predict the reaction product. The product is: [C:1]([C:5]1[CH:9]=[C:8]([NH:10][C:11]([NH:13][CH2:14][C:15]2[CH:20]=[C:19]([F:21])[CH:18]=[CH:17][C:16]=2[O:22][C:23]2[CH:24]=[C:25]3[C:29](=[CH:30][CH:31]=2)[N:28]([CH2:32][CH:33]=[O:34])[N:27]=[CH:26]3)=[O:12])[N:7]([C:38]2[CH:43]=[CH:42][C:41]([CH3:44])=[CH:40][CH:39]=2)[N:6]=1)([CH3:4])([CH3:3])[CH3:2]. (7) Given the reactants C[O:2][C:3](=[O:21])[CH2:4][CH2:5][N:6]1[C:11]2[CH:12]=[CH:13][C:14]([Cl:16])=[CH:15][C:10]=2[O:9][CH:8]([CH:17]([CH3:19])[CH3:18])[C:7]1=[O:20].[OH-].[Na+], predict the reaction product. The product is: [Cl:16][C:14]1[CH:13]=[CH:12][C:11]2[N:6]([CH2:5][CH2:4][C:3]([OH:21])=[O:2])[C:7](=[O:20])[CH:8]([CH:17]([CH3:19])[CH3:18])[O:9][C:10]=2[CH:15]=1. (8) The product is: [F:46][CH:43]1[CH2:44][N:6]2[C:7]3[CH:8]=[CH:9][CH:10]=[C:2]([F:1])[C:3]=3[CH:4]=[C:5]2[C:11]2[N:16]=[C:15]([C:17]3[C:18]([N:37]([CH3:42])[S:38]([CH3:41])(=[O:39])=[O:40])=[CH:19][C:20]4[O:24][C:23]([C:25]5[CH:30]=[CH:29][C:28]([F:31])=[CH:27][CH:26]=5)=[C:22]([C:32]([NH:34][CH3:35])=[O:33])[C:21]=4[CH:36]=3)[CH:14]=[CH:13][C:12]1=2. Given the reactants [F:1][C:2]1[CH:10]=[CH:9][CH:8]=[C:7]2[C:3]=1[CH:4]=[C:5]([C:11]1[N:16]=[C:15]([C:17]3[C:18]([N:37]([CH3:42])[S:38]([CH3:41])(=[O:40])=[O:39])=[CH:19][C:20]4[O:24][C:23]([C:25]5[CH:30]=[CH:29][C:28]([F:31])=[CH:27][CH:26]=5)=[C:22]([C:32]([NH:34][CH3:35])=[O:33])[C:21]=4[CH:36]=3)[CH:14]=[CH:13][C:12]=1[CH:43]([F:46])[CH2:44]O)[NH:6]2.C1(P(C2C=CC=CC=2)C2C=CC=CC=2)C=CC=CC=1.N(C(OC(C)C)=O)=NC(OC(C)C)=O, predict the reaction product. (9) Given the reactants [CH2:1]([Si:3]([CH2:19][CH3:20])([CH2:17][CH3:18])[C:4]1[C:9]2[O:10][C:11]3[CH:16]=[CH:15][CH:14]=[CH:13][C:12]=3[C:8]=2[CH:7]=[CH:6][CH:5]=1)[CH3:2].CC([O-])(C)C.[K+].[SiH](CC)(CC)CC, predict the reaction product. The product is: [C:12]1([C:8]2[CH:7]=[CH:6][CH:5]=[CH:4][C:9]=2[OH:10])[CH:11]=[CH:16][CH:15]=[CH:14][CH:13]=1.[CH2:17]([Si:3]([CH2:1][CH3:2])([CH2:19][CH3:20])[C:4]1[CH:5]=[CH:6][CH:7]=[C:8]([C:12]2[CH:13]=[CH:14][CH:15]=[CH:16][CH:11]=2)[C:9]=1[OH:10])[CH3:18].[CH2:17]([Si:3]([CH2:1][CH3:2])([CH2:19][CH3:20])[C:4]1[CH:9]=[C:8]([C:12]2[CH:13]=[CH:14][CH:15]=[CH:16][C:11]=2[OH:10])[CH:7]=[CH:6][CH:5]=1)[CH3:18].